Dataset: Full USPTO retrosynthesis dataset with 1.9M reactions from patents (1976-2016). Task: Predict the reactants needed to synthesize the given product. The reactants are: [N:1]([C:4]1[C:5](=[O:12])[N:6]([CH3:11])[C:7](=[O:10])[C:8]=1[Cl:9])=[N+]=[N-].[CH:13]1[CH:18]=[CH:17][C:16]([P:19]([C:26]2[CH:31]=[CH:30][CH:29]=[CH:28][CH:27]=2)[C:20]2[CH:25]=[CH:24][CH:23]=[CH:22][CH:21]=2)=[CH:15][CH:14]=1. Given the product [Cl:9][C:8]1[C:7](=[O:10])[N:6]([CH3:11])[C:5](=[O:12])[C:4]=1[N:1]=[P:19]([C:20]1[CH:21]=[CH:22][CH:23]=[CH:24][CH:25]=1)([C:26]1[CH:31]=[CH:30][CH:29]=[CH:28][CH:27]=1)[C:16]1[CH:15]=[CH:14][CH:13]=[CH:18][CH:17]=1, predict the reactants needed to synthesize it.